This data is from Full USPTO retrosynthesis dataset with 1.9M reactions from patents (1976-2016). The task is: Predict the reactants needed to synthesize the given product. (1) Given the product [CH2:27]([N:3]([CH2:1][CH3:2])[C:4]1[CH:5]=[CH:6][C:7]([C:10]([OH:19])([C:11]([F:12])([F:13])[F:14])[C:15]([F:16])([F:17])[F:18])=[CH:8][CH:9]=1)[C:28]1[CH:33]=[CH:32][CH:31]=[CH:30][CH:29]=1, predict the reactants needed to synthesize it. The reactants are: [CH2:1]([NH:3][C:4]1[CH:9]=[CH:8][C:7]([C:10]([O:19][Si](CC)(CC)CC)([C:15]([F:18])([F:17])[F:16])[C:11]([F:14])([F:13])[F:12])=[CH:6][CH:5]=1)[CH3:2].[CH2:27](Br)[C:28]1[CH:33]=[CH:32][CH:31]=[CH:30][CH:29]=1. (2) Given the product [C:20]([NH:24][C:25]([NH:8][C@@H:9]([CH2:18][OH:19])[CH2:10][C:11]1[CH:16]=[CH:15][C:14]([OH:17])=[CH:13][CH:12]=1)=[S:26])([CH3:23])([CH3:22])[CH3:21], predict the reactants needed to synthesize it. The reactants are: C(N(CC)CC)C.[NH2:8][C@@H:9]([CH2:18][OH:19])[CH2:10][C:11]1[CH:16]=[CH:15][C:14]([OH:17])=[CH:13][CH:12]=1.[C:20]([N:24]=[C:25]=[S:26])([CH3:23])([CH3:22])[CH3:21].